This data is from Full USPTO retrosynthesis dataset with 1.9M reactions from patents (1976-2016). The task is: Predict the reactants needed to synthesize the given product. (1) Given the product [C:17]([CH2:16][N:15]([CH2:20][C:21]([OH:23])=[O:22])[C:14]1([CH3:28])[CH2:13][N:12]([CH2:24][C:25]([OH:27])=[O:26])[CH2:1][CH2:2][N:3]([CH2:8][C:9]([OH:11])=[O:10])[CH2:4]1)([OH:19])=[O:18], predict the reactants needed to synthesize it. The reactants are: [CH2:1]([N:12]([CH2:24][C:25]([OH:27])=[O:26])[CH2:13][CH2:14][N:15]([CH2:20][C:21]([OH:23])=[O:22])[CH2:16][C:17]([OH:19])=[O:18])[CH2:2][N:3]([CH2:8][C:9]([OH:11])=[O:10])[CH2:4]C(O)=O.[C:28](CN(CC(=O)NC)CCN(CCN(CC(O)=O)CC(=O)NC)CC(O)=O)(O)=O.C(CN(CC(O)=O)CCNCC(O)=O)(O)=O.C(C(N(CC(O)=O)CCN(CC(O)=O)CCN(CC(O)=O)CC(O)=O)COCC1C=CC=CC=1)(O)=O.C(CN(CC(O)=O)CCN(CCN(CC(O)=O)CC(O)=O)[C@H](C(O)=O)CCC(O)=O)(O)=O.CC(OC(=O)[C@H](CCC(O)=O)N(CCN(CC(OC(C)(C)C)=O)CC(=O)OC(C)(C)C)CCN(CC(=O)OC(C)(C)C)CC(=O)OC(C)(C)C)(C)C.N[C@H](C(O)=O)CCCCN.C(N(CC(O)=O)CC(O)=O)CN(CC(O)=O)CC(O)=O.N1(CC(O)=O)CCNCCN(CC(O)=O)CCN(CC(O)=O)CC1.N1(CC(O)=O)CCCCN(CC(O)=O)CCN(CC(O)=O)CCN(CC(O)=O)CC1.OC(C)CN1CCN(CC(O)=O)CCN(CC(O)=O)CCN(CC(O)=O)CC1. (2) Given the product [F:16][C:17]1[CH:18]=[CH:19][C:20]2[N:21]([C:23]([C:26]3[N:28]=[C:9]([F:12])[C:4]([C:5]([F:6])([F:7])[F:8])=[C:3]([O:13][CH3:14])[N:27]=3)=[CH:24][N:25]=2)[CH:22]=1, predict the reactants needed to synthesize it. The reactants are: O.F[C:3]([O:13][CH3:14])=[C:4]([C:9]([F:12])(F)F)[C:5]([F:8])([F:7])[F:6].Cl.[F:16][C:17]1[CH:18]=[CH:19][C:20]2[N:21]([C:23]([C:26](=[NH:28])[NH2:27])=[CH:24][N:25]=2)[CH:22]=1.[OH-].[Na+]. (3) Given the product [CH3:8][O:7][C:5](=[O:6])[C:4]1[CH:3]=[C:2]([OH:1])[CH:11]=[C:10]([O:12][CH2:19][C:20]2[CH:25]=[CH:24][CH:23]=[CH:22][CH:21]=2)[CH:9]=1, predict the reactants needed to synthesize it. The reactants are: [OH:1][C:2]1[CH:3]=[C:4]([CH:9]=[C:10]([OH:12])[CH:11]=1)[C:5]([O:7][CH3:8])=[O:6].C(=O)([O-])[O-].[K+].[K+].[CH2:19](Br)[C:20]1[CH:25]=[CH:24][CH:23]=[CH:22][CH:21]=1. (4) Given the product [ClH:2].[Cl:2][C:3]1[CH:22]=[CH:21][C:6]([CH2:7][CH:8]2[CH2:9][CH2:10][NH:11][CH2:12][CH2:13]2)=[CH:5][C:4]=1[F:23], predict the reactants needed to synthesize it. The reactants are: Cl.[Cl:2][C:3]1[CH:22]=[CH:21][C:6]([CH2:7][CH:8]2[CH2:13][CH2:12][N:11](C(OC(C)(C)C)=O)[CH2:10][CH2:9]2)=[CH:5][C:4]=1[F:23]. (5) Given the product [ClH:29].[C:4]1([C:1](=[O:3])[CH3:2])[N:12]2[C:7]([C:8]3([CH2:17][CH2:18][NH:19][CH2:20][CH2:21]3)[O:9][C:10]3[CH:16]=[CH:15][CH:14]=[CH:13][C:11]=32)=[CH:6][CH:5]=1, predict the reactants needed to synthesize it. The reactants are: [C:1]([C:4]1[N:12]2[C:7]([C:8]3([CH2:21][CH2:20][N:19](C(OC(C)(C)C)=O)[CH2:18][CH2:17]3)[O:9][C:10]3[CH:16]=[CH:15][CH:14]=[CH:13][C:11]=32)=[CH:6][CH:5]=1)(=[O:3])[CH3:2].[ClH:29].O1CCOCC1.